This data is from Forward reaction prediction with 1.9M reactions from USPTO patents (1976-2016). The task is: Predict the product of the given reaction. (1) The product is: [CH3:29][C:26]([CH3:27])([CH3:28])[C:25](=[O:30])[CH2:24][O:23][C:20]1[CH:21]=[CH:22][C:17]([C:12]([C:10]2[O:11][C:7]3[CH:6]=[C:5]([C:3]([OH:4])=[O:2])[CH:33]=[CH:32][C:8]=3[N:9]=2)([CH2:13][CH3:14])[CH2:15][CH3:16])=[CH:18][C:19]=1[CH3:31]. Given the reactants C[O:2][C:3]([C:5]1[CH:33]=[CH:32][C:8]2[N:9]=[C:10]([C:12]([C:17]3[CH:22]=[CH:21][C:20]([O:23][CH2:24][C:25](=[O:30])[C:26]([CH3:29])([CH3:28])[CH3:27])=[C:19]([CH3:31])[CH:18]=3)([CH2:15][CH3:16])[CH2:13][CH3:14])[O:11][C:7]=2[CH:6]=1)=[O:4].[OH-].[Na+], predict the reaction product. (2) The product is: [I-:11].[CH3:1][C:2]1[S:3][C:4]2[CH:10]=[CH:9][CH:8]=[CH:7][C:5]=2[N+:6]=1[CH3:12]. Given the reactants [CH3:1][C:2]1[S:3][C:4]2[CH:10]=[CH:9][CH:8]=[CH:7][C:5]=2[N:6]=1.[I:11][CH3:12], predict the reaction product. (3) Given the reactants [Cl:1]N1C(=O)CCC1=O.[Cl:9][C:10]1[CH:11]=[C:12]2[C:17](=[CH:18][C:19]=1[OH:20])[O:16][C:15]([CH3:21])=[C:14]([C:22]1[CH:27]=[CH:26][C:25](OC)=[CH:24][CH:23]=1)[C:13]2=[O:30].O.CCCCCC, predict the reaction product. The product is: [Cl:9][C:10]1[CH:11]=[C:12]2[C:17](=[C:18]([Cl:1])[C:19]=1[OH:20])[O:16][C:15]([CH3:21])=[C:14]([C:22]1[CH:27]=[CH:26][CH:25]=[CH:24][CH:23]=1)[C:13]2=[O:30]. (4) Given the reactants [C:1]1([CH2:7][CH2:8][CH2:9][CH2:10][NH2:11])[CH:6]=[CH:5][CH:4]=[CH:3][CH:2]=1.Cl[CH2:13][C:14]1[N:15]=[C:16]([C:19]2[CH:27]=[CH:26][C:22]([C:23](Cl)=[O:24])=[CH:21][CH:20]=2)[S:17][CH:18]=1.[F:28][C:29]([F:40])([F:39])[C:30]1[CH:38]=[CH:37][C:33]([C:34](Cl)=[O:35])=[CH:32][CH:31]=1.C[O:42][C:43](=[O:54])[CH2:44][O:45][C:46]1[CH:51]=[CH:50][C:49]([CH2:52][NH2:53])=[CH:48][CH:47]=1, predict the reaction product. The product is: [C:1]1([CH2:7][CH2:8][CH2:9][CH2:10][NH:11][C:23]([C:22]2[CH:26]=[CH:27][C:19]([C:16]3[S:17][CH:18]=[C:14]([CH2:13][N:53]([CH2:52][C:49]4[CH:50]=[CH:51][C:46]([O:45][CH2:44][C:43]([OH:54])=[O:42])=[CH:47][CH:48]=4)[C:34](=[O:35])[C:33]4[CH:37]=[CH:38][C:30]([C:29]([F:40])([F:39])[F:28])=[CH:31][CH:32]=4)[N:15]=3)=[CH:20][CH:21]=2)=[O:24])[CH:6]=[CH:5][CH:4]=[CH:3][CH:2]=1. (5) Given the reactants [Br:1][C:2]1[CH:19]=[CH:18][C:5]([C:6]([C:8]2[CH:16]=[C:15]([Cl:17])[CH:14]=[CH:13][C:9]=2[C:10]([OH:12])=O)=[O:7])=[CH:4][CH:3]=1.[CH3:20][S:21]([C:24]1[CH:36]=[CH:35][C:27]([CH2:28][NH:29][CH2:30][CH:31]([OH:34])[CH2:32][CH3:33])=[CH:26][CH:25]=1)(=[O:23])=[O:22].O.ON1C2C=CC=CC=2N=N1.Cl.C(N=C=NCCCN(C)C)C, predict the reaction product. The product is: [Br:1][C:2]1[CH:3]=[CH:4][C:5]([C:6]([C:8]2[CH:16]=[C:15]([Cl:17])[CH:14]=[CH:13][C:9]=2[C:10]([N:29]([CH2:30][CH:31]([OH:34])[CH2:32][CH3:33])[CH2:28][C:27]2[CH:26]=[CH:25][C:24]([S:21]([CH3:20])(=[O:23])=[O:22])=[CH:36][CH:35]=2)=[O:12])=[O:7])=[CH:18][CH:19]=1. (6) Given the reactants [NH:1]1[CH:5]=[CH:4][CH:3]=[C:2]1[CH:6]=[O:7].F[C:9]1[CH:14]=[CH:13][CH:12]=[CH:11][N:10]=1.C(=O)([O-])[O-].[Cs+].[Cs+].CN1CCCC1=O, predict the reaction product. The product is: [N:10]1[CH:11]=[CH:12][CH:13]=[CH:14][C:9]=1[N:1]1[CH:5]=[CH:4][CH:3]=[C:2]1[CH:6]=[O:7]. (7) Given the reactants [CH2:1]1[O:25][C:24]2[C:3](=[CH:4][C:5]3[C:22]([CH:23]=2)=[CH:21][C:20]2[C:19](=[O:26])[C:18]4[C:9](=[CH:10][C:11]5[C:16]([CH:17]=4)=[CH:15][CH:14]=[CH:13][CH:12]=5)[C:8](=[O:27])[C:7]=2[CH:6]=3)[O:2]1.C([BH-](CC)CC)C.[Li+].Cl, predict the reaction product. The product is: [OH:27][CH:8]1[C:9]2[C:18](=[CH:17][C:16]3[C:11]([CH:10]=2)=[CH:12][CH:13]=[CH:14][CH:15]=3)[CH:19]([OH:26])[C:20]2[CH:21]=[C:22]3[C:5]([CH:4]=[C:3]4[O:2][CH2:1][O:25][C:24]4=[CH:23]3)=[CH:6][C:7]1=2. (8) Given the reactants C[Si]([N-][Si](C)(C)C)(C)C.[Li+].[Cl:11][C:12]1[CH:13]=[C:14]([CH2:27][C:28]([O:30][CH3:31])=[O:29])[CH:15]=[CH:16][C:17]=1[B:18]1[O:22][C:21]([CH3:24])([CH3:23])[C:20]([CH3:26])([CH3:25])[O:19]1.I[CH2:33][CH3:34].[Cl-].[NH4+], predict the reaction product. The product is: [Cl:11][C:12]1[CH:13]=[C:14]([CH:27]([CH2:33][CH3:34])[C:28]([O:30][CH3:31])=[O:29])[CH:15]=[CH:16][C:17]=1[B:18]1[O:22][C:21]([CH3:23])([CH3:24])[C:20]([CH3:25])([CH3:26])[O:19]1. (9) Given the reactants Cl.N1C=CC=CC=1.C[O:9][C:10]1[CH:15]=[CH:14][C:13]([C:16]([F:19])([F:18])[F:17])=[CH:12][C:11]=1[C:20]([C:22]1[CH:27]=[CH:26][CH:25]=[CH:24][CH:23]=1)=[O:21], predict the reaction product. The product is: [OH:9][C:10]1[CH:15]=[CH:14][C:13]([C:16]([F:17])([F:18])[F:19])=[CH:12][C:11]=1[C:20]([C:22]1[CH:27]=[CH:26][CH:25]=[CH:24][CH:23]=1)=[O:21].